This data is from Peptide-MHC class I binding affinity with 185,985 pairs from IEDB/IMGT. The task is: Regression. Given a peptide amino acid sequence and an MHC pseudo amino acid sequence, predict their binding affinity value. This is MHC class I binding data. (1) The peptide sequence is ITLNVLAWLY. The MHC is HLA-A29:02 with pseudo-sequence HLA-A29:02. The binding affinity (normalized) is 1.00. (2) The peptide sequence is KLCKNHAEK. The MHC is HLA-A03:01 with pseudo-sequence HLA-A03:01. The binding affinity (normalized) is 0.763. (3) The peptide sequence is WLVIGVAFL. The MHC is HLA-A68:02 with pseudo-sequence HLA-A68:02. The binding affinity (normalized) is 0.552.